The task is: Predict the reactants needed to synthesize the given product.. This data is from Full USPTO retrosynthesis dataset with 1.9M reactions from patents (1976-2016). (1) Given the product [C:1]([NH:6][C@H:7]([C:29]([NH:42][CH2:41][CH2:40][S:39][C:33](=[O:38])[C:34]([CH3:37])([CH3:36])[CH3:35])=[O:31])[CH2:8][S:9][C:10]([C:17]1[CH:18]=[CH:19][CH:20]=[CH:21][CH:22]=1)([C:23]1[CH:24]=[CH:25][CH:26]=[CH:27][CH:28]=1)[C:11]1[CH:16]=[CH:15][CH:14]=[CH:13][CH:12]=1)(=[O:5])[CH:2]([CH3:4])[CH3:3], predict the reactants needed to synthesize it. The reactants are: [C:1]([NH:6][C@H:7]([C:29]([OH:31])=O)[CH2:8][S:9][C:10]([C:23]1[CH:28]=[CH:27][CH:26]=[CH:25][CH:24]=1)([C:17]1[CH:22]=[CH:21][CH:20]=[CH:19][CH:18]=1)[C:11]1[CH:16]=[CH:15][CH:14]=[CH:13][CH:12]=1)(=[O:5])[CH:2]([CH3:4])[CH3:3].Cl.[C:33]([S:39][CH2:40][CH2:41][NH2:42])(=[O:38])[C:34]([CH3:37])([CH3:36])[CH3:35]. (2) Given the product [Br:1][C:2]1[C:3]([CH3:12])=[C:4]([CH2:5][OH:6])[CH:8]=[C:9]([CH3:11])[CH:10]=1, predict the reactants needed to synthesize it. The reactants are: [Br:1][C:2]1[C:3]([CH3:12])=[C:4]([CH:8]=[C:9]([CH3:11])[CH:10]=1)[C:5](O)=[O:6]. (3) Given the product [Cl:32][C:33]1[CH:34]=[C:35]([S:39]([NH:10][C:9]2[CH:8]=[C:7]([O:11][CH3:12])[N:6]=[C:5]3[S:13][C:2]([CH3:1])=[C:3]([C:14]4[CH:19]=[CH:18][CH:17]=[C:16]([O:20][CH3:21])[CH:15]=4)[C:4]=23)(=[O:41])=[O:40])[CH:36]=[CH:37][CH:38]=1, predict the reactants needed to synthesize it. The reactants are: [CH3:1][C:2]1[S:13][C:5]2[N:6]=[C:7]([O:11][CH3:12])[CH:8]=[C:9]([NH2:10])[C:4]=2[C:3]=1[C:14]1[CH:19]=[CH:18][CH:17]=[C:16]([O:20][CH3:21])[CH:15]=1.[Li+].C[Si]([N-][Si](C)(C)C)(C)C.[Cl:32][C:33]1[CH:34]=[C:35]([S:39](Cl)(=[O:41])=[O:40])[CH:36]=[CH:37][CH:38]=1. (4) Given the product [F:1][C:2]1[C:3]([N:11]2[CH:15]=[CH:14][CH:13]=[N:12]2)=[CH:4][CH:5]=[C:6]([NH2:8])[CH:7]=1, predict the reactants needed to synthesize it. The reactants are: [F:1][C:2]1[CH:7]=[C:6]([N+:8]([O-])=O)[CH:5]=[CH:4][C:3]=1[N:11]1[CH:15]=[CH:14][CH:13]=[N:12]1.C(OCC)(=O)C.[H][H]. (5) Given the product [NH2:8][C:9]([CH3:33])([CH3:32])[C@H:10]([NH:15][C:16](=[O:31])[C:17]1[CH:22]=[CH:21][C:20]([C:23]#[C:24][C:25]#[C:26][C@@H:27]([OH:30])[CH2:28][OH:29])=[CH:19][CH:18]=1)[C:11]([O:13][CH3:14])=[O:12], predict the reactants needed to synthesize it. The reactants are: C(OC([NH:8][C:9]([CH3:33])([CH3:32])[C@H:10]([NH:15][C:16](=[O:31])[C:17]1[CH:22]=[CH:21][C:20]([C:23]#[C:24][C:25]#[C:26][C@@H:27]([OH:30])[CH2:28][OH:29])=[CH:19][CH:18]=1)[C:11]([O:13][CH3:14])=[O:12])=O)(C)(C)C.CO.Cl. (6) Given the product [C:19]1([C:25]2[N:29]=[C:28]([N:30]3[CH2:35][CH2:34][N:33]([C:5]([NH:7][C:8]4[O:12][C:11]([C:13]([O:15][CH3:16])=[O:14])=[CH:10][CH:9]=4)=[O:6])[CH2:32][CH2:31]3)[S:27][N:26]=2)[CH:20]=[CH:21][CH:22]=[CH:23][CH:24]=1, predict the reactants needed to synthesize it. The reactants are: ClC(Cl)(Cl)CO[C:5]([NH:7][C:8]1[O:12][C:11]([C:13]([O:15][CH3:16])=[O:14])=[CH:10][CH:9]=1)=[O:6].[C:19]1([C:25]2[N:29]=[C:28]([N:30]3[CH2:35][CH2:34][NH:33][CH2:32][CH2:31]3)[S:27][N:26]=2)[CH:24]=[CH:23][CH:22]=[CH:21][CH:20]=1.C(N(C(C)C)CC)(C)C.O. (7) Given the product [Cl:16][C:17]1[CH:24]=[CH:23][CH:22]=[C:21]([Cl:25])[C:18]=1[CH2:19][N:2]1[CH2:3][CH2:4][CH:5]2[CH2:6][N:7]([C:9]3[N:44]=[C:45]([NH2:46])[N:40]4[N:39]=[C:38]([C:34]5[O:33][CH:37]=[CH:36][CH:35]=5)[N:51]=[C:41]4[N:42]=3)[CH2:8][CH:1]12, predict the reactants needed to synthesize it. The reactants are: [CH:1]12[CH2:8][N:7]([C:9](OC(C)(C)C)=O)[CH2:6][CH:5]1[CH2:4][CH2:3][NH:2]2.[Cl:16][C:17]1[CH:24]=[CH:23][CH:22]=[C:21]([Cl:25])[C:18]=1[CH2:19]Cl.CCN(CC)CC.[O:33]1[CH:37]=[CH:36][CH:35]=[C:34]1[C:38]1[N:51]=[C:41]2[N:42]=C(S(C)(=O)=O)[N:44]=[C:45]([NH2:46])[N:40]2[N:39]=1. (8) The reactants are: [N+:1]([C:4]1[CH:12]=[CH:11][C:10]([O:13][CH3:14])=[CH:9][C:5]=1[C:6]([OH:8])=[O:7])([O-])=O. Given the product [CH3:14][O:13][C:10]1[CH:9]=[C:5]([C:6]([OH:8])=[O:7])[C:4]([NH2:1])=[CH:12][CH:11]=1, predict the reactants needed to synthesize it. (9) Given the product [CH3:89][O:88][C:86](=[O:87])[NH:85][C@@H:81]([C@H:80]([O:79][CH3:78])[CH3:90])[C:82]([N:63]1[CH2:64][CH2:65][CH2:66][C@H:62]1[C:60]1[NH:59][C:58]2[C:67]3[C:54]([CH:55]=[CH:56][C:57]=2[N:61]=1)=[CH:53][C:52]([C:49]1[CH:48]=[CH:47][C:46]([C:43]2[NH:42][C:41]([C@@H:40]4[CH2:39][C:34]5([O:35][CH2:36][CH2:37][O:38]5)[CH2:33][N:32]4[C:31](=[O:70])[C@@H:30]([NH:71][C:72]([O:73][CH3:74])=[O:75])[CH:29]([CH3:76])[CH3:28])=[N:45][CH:44]=2)=[CH:51][CH:50]=1)=[CH:69][CH:68]=3)=[O:83], predict the reactants needed to synthesize it. The reactants are: COC(N[C@@H](C(C)C)C(N1CC(=O)C[C@H]1C(OCC1C=CC=CC=1)=O)=O)=O.[CH3:28][CH:29]([CH3:76])[C@H:30]([NH:71][C:72](=[O:75])[O:73][CH3:74])[C:31](=[O:70])[N:32]1[C@H:40]([C:41]2[NH:42][C:43]([C:46]3[CH:51]=[CH:50][C:49]([C:52]4[CH:53]=[C:54]5[C:67](=[CH:68][CH:69]=4)[C:58]4[NH:59][C:60]([C@@H:62]6[CH2:66][CH2:65][CH2:64][NH:63]6)=[N:61][C:57]=4[CH:56]=[CH:55]5)=[CH:48][CH:47]=3)=[CH:44][N:45]=2)[CH2:39][C:34]2([O:38][CH2:37][CH2:36][O:35]2)[CH2:33]1.Cl.[CH3:78][O:79][C@H:80]([CH3:90])[C@H:81]([NH:85][C:86]([O:88][CH3:89])=[O:87])[C:82](O)=[O:83].Cl.O=C1CN[C@H](C(OCC2C=CC=CC=2)=O)C1.COC(N[C@@H](C(C)C)C(O)=O)=O.